This data is from Catalyst prediction with 721,799 reactions and 888 catalyst types from USPTO. The task is: Predict which catalyst facilitates the given reaction. Reactant: [CH3:1][O:2][C:3]1[CH:8]=[CH:7][C:6]([N:9]2[CH2:14][CH2:13][N:12]([C:15]3[C:16]([CH3:30])=[C:17]([C:27](=[O:29])[CH3:28])[C:18]4[O:22][C:21]([CH3:24])([CH3:23])[CH2:20][C:19]=4[C:25]=3[CH3:26])[CH2:11][CH2:10]2)=[CH:5][CH:4]=1.[BH4-].[Na+]. Product: [CH3:1][O:2][C:3]1[CH:8]=[CH:7][C:6]([N:9]2[CH2:14][CH2:13][N:12]([C:15]3[C:16]([CH3:30])=[C:17]([CH:27]([OH:29])[CH3:28])[C:18]4[O:22][C:21]([CH3:23])([CH3:24])[CH2:20][C:19]=4[C:25]=3[CH3:26])[CH2:11][CH2:10]2)=[CH:5][CH:4]=1. The catalyst class is: 776.